This data is from Experimentally validated miRNA-target interactions with 360,000+ pairs, plus equal number of negative samples. The task is: Binary Classification. Given a miRNA mature sequence and a target amino acid sequence, predict their likelihood of interaction. The miRNA is hsa-miR-4697-5p with sequence AGGGGGCGCAGUCACUGACGUG. The protein sequence of the target gene is MDNQGVIYSDLNLPPNPKRQQRKPKGNKNSILATEQEITYAELNLQKASQDFQGNDKTYHCKDLPSAPEKLIVGILGIICLILMASVVTIVVIPSTLIQRHNNSSLNTRTQKARHCGHCPEEWITYSNSCYYIGKERRTWEESLLACTSKNSSLLSIDNEEEMKFLSIISPSSWIGVFRNSSHHPWVTMNGLAFKHEIKDSDNAELNCAVLQVNRLKSAQCGSSIIYHCKHKL. Result: 0 (no interaction).